From a dataset of Forward reaction prediction with 1.9M reactions from USPTO patents (1976-2016). Predict the product of the given reaction. (1) Given the reactants [CH3:1][O:2][CH2:3][CH2:4][O:5][C:6]1[CH:11]=[CH:10][C:9](/[CH:12]=[CH:13]/[C:14]([O:16]CC)=[O:15])=[C:8]([O:19][C:20]2[C:25]([CH3:26])=[CH:24][C:23]([N+:27]([O-:29])=[O:28])=[CH:22][N:21]=2)[CH:7]=1.[OH-].[Na+], predict the reaction product. The product is: [CH3:1][O:2][CH2:3][CH2:4][O:5][C:6]1[CH:11]=[CH:10][C:9](/[CH:12]=[CH:13]/[C:14]([OH:16])=[O:15])=[C:8]([O:19][C:20]2[C:25]([CH3:26])=[CH:24][C:23]([N+:27]([O-:29])=[O:28])=[CH:22][N:21]=2)[CH:7]=1. (2) Given the reactants [C:1](Cl)(=[O:19])[CH2:2][CH2:3][CH2:4][CH2:5][CH2:6][CH2:7][CH2:8][CH2:9][CH2:10][CH2:11][CH2:12][CH2:13][CH2:14][CH2:15][CH2:16][CH2:17][CH3:18].[CH3:21][N:22]([CH2:26][C:27]([O-:29])=[O:28])[C:23]([NH2:25])=[NH:24].[K+], predict the reaction product. The product is: [C:1]([O:28][C:27](=[O:29])[CH2:26][N:22]([CH3:21])[C:23]([NH2:25])=[NH:24])(=[O:19])[CH2:2][CH2:3][CH2:4][CH2:5][CH2:6][CH2:7][CH2:8][CH2:9][CH2:10][CH2:11][CH2:12][CH2:13][CH2:14][CH2:15][CH2:16][CH2:17][CH3:18].